Dataset: Forward reaction prediction with 1.9M reactions from USPTO patents (1976-2016). Task: Predict the product of the given reaction. Given the reactants [CH2:1]([N:3]1[C:12]2[C:7](=[CH:8][C:9]([N+:13]([O-:15])=[O:14])=[CH:10][CH:11]=2)[C:6](=[O:16])[NH:5][C:4]1=[O:17])[CH3:2].C(=O)([O-])[O-].[K+].[K+].Cl[CH2:25][Si:26]([CH3:29])([CH3:28])[CH3:27], predict the reaction product. The product is: [CH2:1]([N:3]1[C:12]2[C:7](=[CH:8][C:9]([N+:13]([O-:15])=[O:14])=[CH:10][CH:11]=2)[C:6](=[O:16])[N:5]([CH2:25][Si:26]([CH3:29])([CH3:28])[CH3:27])[C:4]1=[O:17])[CH3:2].